From a dataset of Catalyst prediction with 721,799 reactions and 888 catalyst types from USPTO. Predict which catalyst facilitates the given reaction. (1) Reactant: [C:1]1([C:7]2[N:11]=[C:10]([N:12]3[CH2:17][CH2:16][NH:15][CH2:14][CH2:13]3)[S:9][N:8]=2)[CH:6]=[CH:5][CH:4]=[CH:3][CH:2]=1.C(N(CC)CC)C.[CH:25]1[C:34]2[C:29](=[CH:30][CH:31]=[CH:32][CH:33]=2)[CH:28]=[CH:27][C:26]=1[N:35]=[C:36]=[O:37]. Product: [CH:25]1[C:34]2[C:29](=[CH:30][CH:31]=[CH:32][CH:33]=2)[CH:28]=[CH:27][C:26]=1[NH:35][C:36]([N:15]1[CH2:16][CH2:17][N:12]([C:10]2[S:9][N:8]=[C:7]([C:1]3[CH:2]=[CH:3][CH:4]=[CH:5][CH:6]=3)[N:11]=2)[CH2:13][CH2:14]1)=[O:37]. The catalyst class is: 7. (2) The catalyst class is: 8. Product: [ClH:37].[NH2:7][C:8]([CH2:16][CH2:17][C:18]1[CH:23]=[CH:22][C:21]([O:24][CH2:25][CH2:26][CH2:27][CH2:28][CH2:29][CH2:30][CH3:31])=[C:20]([C:32]([F:33])([F:34])[F:35])[CH:19]=1)([CH2:9][OH:10])[CH2:13][OH:12]. Reactant: C(OC(=O)[NH:7][C:8]1([CH2:16][CH2:17][C:18]2[CH:23]=[CH:22][C:21]([O:24][CH2:25][CH2:26][CH2:27][CH2:28][CH2:29][CH2:30][CH3:31])=[C:20]([C:32]([F:35])([F:34])[F:33])[CH:19]=2)[CH2:13][O:12]C(C)(C)[O:10][CH2:9]1)(C)(C)C.[ClH:37]. (3) Reactant: O[C:2]1[C:11]([NH:12][C:13](=[O:26])[C:14]2[CH:19]=[CH:18][C:17]([C:20]3[CH:25]=[CH:24][N:23]=[CH:22][CH:21]=3)=[CH:16][CH:15]=2)=[CH:10][CH:9]=[CH:8][C:3]=1[C:4]([O:6][CH3:7])=[O:5].C(=O)(O)[O-].[Na+]. Product: [N:23]1[CH:24]=[CH:25][C:20]([C:17]2[CH:16]=[CH:15][C:14]([C:13]3[O:26][C:2]4[C:3]([C:4]([O:6][CH3:7])=[O:5])=[CH:8][CH:9]=[CH:10][C:11]=4[N:12]=3)=[CH:19][CH:18]=2)=[CH:21][CH:22]=1. The catalyst class is: 796. (4) Reactant: [CH2:1]([O:10][C:11]1[CH:16]=[CH:15][N:14]=[C:13]([CH2:17]O)[C:12]=1[CH3:19])[CH2:2][CH2:3][CH2:4][CH2:5][CH2:6][CH2:7][CH2:8][CH3:9].S(Cl)([Cl:22])=O.C(=O)(O)[O-].[Na+]. Product: [CH2:1]([O:10][C:11]1[CH:16]=[CH:15][N:14]=[C:13]([CH2:17][Cl:22])[C:12]=1[CH3:19])[CH2:2][CH2:3][CH2:4][CH2:5][CH2:6][CH2:7][CH2:8][CH3:9]. The catalyst class is: 13. (5) Reactant: [Cl:1][C:2]1[CH:7]=[C:6]([Cl:8])[CH:5]=[CH:4][C:3]=1[C@H:9]1[C:14]([C:15]([O:17][CH2:18][CH3:19])=[O:16])=[C:13]([CH2:20]Br)[NH:12][C:11]([C:22]2[S:23][CH:24]=[CH:25][N:26]=2)=[N:10]1.[NH:27]1[CH2:32][CH2:31][O:30][CH2:29][C@H:28]1[C:33]([OH:35])=[O:34].C(=O)([O-])[O-].[K+].[K+]. Product: [Cl:1][C:2]1[CH:7]=[C:6]([Cl:8])[CH:5]=[CH:4][C:3]=1[C@@H:9]1[N:10]=[C:11]([C:22]2[S:23][CH:24]=[CH:25][N:26]=2)[NH:12][C:13]([CH2:20][N:27]2[CH2:32][CH2:31][O:30][CH2:29][C@H:28]2[C:33]([OH:35])=[O:34])=[C:14]1[C:15]([O:17][CH2:18][CH3:19])=[O:16]. The catalyst class is: 8. (6) Reactant: [CH2:1](O)[CH2:2][CH2:3][CH2:4][CH2:5][CH2:6][CH:7]=[CH:8][CH:9]=[CH:10][CH2:11][CH3:12].C(N(CCCC)CCCC)CCC.CN(C)C=O.CS([Cl:36])(=O)=O. Product: [Cl:36][CH2:1][CH2:2][CH2:3][CH2:4][CH2:5][CH2:6][CH:7]=[CH:8][CH:9]=[CH:10][CH2:11][CH3:12]. The catalyst class is: 805.